Dataset: Catalyst prediction with 721,799 reactions and 888 catalyst types from USPTO. Task: Predict which catalyst facilitates the given reaction. (1) Reactant: P([O-])([O-])([O-])=O.[K+].[K+].[K+].[C:9]([C:11]1[CH:12]=[N:13][CH:14]=[CH:15][CH:16]=1)#[N:10].C(#[N:19])C.[OH2:20].CN(C)[C:23](=[O:30])[C:24]1[CH:29]=[CH:28][CH:27]=C[CH:25]=1. Product: [C:9]([NH2:10])(=[O:30])[C:11]1[CH:16]=[CH:15][CH:14]=[N:13][CH:12]=1.[C:23]([OH:30])(=[O:20])[C:24]1[CH:29]=[CH:28][CH:27]=[N:19][CH:25]=1. The catalyst class is: 10. (2) Reactant: [CH3:1][O:2][C:3](=[O:26])[CH2:4][C:5]1[C:14]([CH3:15])=[C:13](B2OC(C)(C)C(C)(C)O2)[C:12]2[C:7](=[CH:8][CH:9]=[C:10]([F:25])[CH:11]=2)[CH:6]=1.Br[C:28]1[CH:33]=[CH:32][C:31]([S:34][C:35]2[C:40]([F:41])=[CH:39][CH:38]=[CH:37][C:36]=2[F:42])=[CH:30][CH:29]=1.C(=O)([O-])[O-].[Na+].[Na+].O. Product: [CH3:1][O:2][C:3](=[O:26])[CH2:4][C:5]1[C:14]([CH3:15])=[C:13]([C:28]2[CH:33]=[CH:32][C:31]([S:34][C:35]3[C:40]([F:41])=[CH:39][CH:38]=[CH:37][C:36]=3[F:42])=[CH:30][CH:29]=2)[C:12]2[C:7](=[CH:8][CH:9]=[C:10]([F:25])[CH:11]=2)[CH:6]=1. The catalyst class is: 564. (3) Reactant: C([O-])([O-])=O.[K+].[K+].[CH:7]1([C:12]([OH:14])=[O:13])[CH2:11][CH:10]=[CH:9][CH2:8]1.[CH2:15](Br)[C:16]1[CH:21]=[CH:20][CH:19]=[CH:18][CH:17]=1. Product: [CH:7]1([C:12]([O:14][CH2:15][C:16]2[CH:21]=[CH:20][CH:19]=[CH:18][CH:17]=2)=[O:13])[CH2:11][CH:10]=[CH:9][CH2:8]1. The catalyst class is: 10. (4) Reactant: [N:1]1[CH:6]=[CH:5][CH:4]=[C:3]([C:7]2[CH:8]=[C:9]([CH:13]=[CH:14][CH:15]=2)[C:10](O)=[O:11])[CH:2]=1.C(O)(=O)C1C=CC=CC=1. Product: [N:1]1[CH:6]=[CH:5][CH:4]=[C:3]([C:7]2[CH:8]=[C:9]([CH:13]=[CH:14][CH:15]=2)[CH2:10][OH:11])[CH:2]=1. The catalyst class is: 1.